Dataset: Full USPTO retrosynthesis dataset with 1.9M reactions from patents (1976-2016). Task: Predict the reactants needed to synthesize the given product. (1) Given the product [CH3:12][O:11][C:7]1[CH:6]=[C:5](/[CH:13]=[CH:14]\[C:15]2[CH:20]=[CH:19][C:18]([O:21][CH:22]([F:23])[F:24])=[C:17]([NH2:25])[CH:16]=2)[CH:4]=[C:3]([O:2][CH3:1])[C:8]=1[O:9][CH3:10], predict the reactants needed to synthesize it. The reactants are: [CH3:1][O:2][C:3]1[CH:4]=[C:5](/[CH:13]=[CH:14]\[C:15]2[CH:20]=[CH:19][C:18]([O:21][CH:22]([F:24])[F:23])=[C:17]([N+:25]([O-])=O)[CH:16]=2)[CH:6]=[C:7]([O:11][CH3:12])[C:8]=1[O:9][CH3:10].S([O-])([O-])(=O)=S.[Na+].[Na+]. (2) Given the product [Br:1][CH2:2][CH2:3][O:4][CH:6]1[CH2:7][CH2:8][CH2:9][CH2:10][O:5]1, predict the reactants needed to synthesize it. The reactants are: [Br:1][CH2:2][CH2:3][OH:4].[O:5]1[CH:10]=[CH:9][CH2:8][CH2:7][CH2:6]1.CC1C=CC(S(O)(=O)=O)=CC=1. (3) Given the product [CH2:2]([O:9][C:10]1[CH:19]=[CH:18][CH:17]=[C:16]2[C:11]=1[CH2:12][CH2:13][CH2:14][CH:15]2[C:20]([N:22]([C:29]1[CH:30]=[N:31][C:32]([CH:35]([CH3:37])[CH3:36])=[CH:33][CH:34]=1)[CH2:23][C:24]1[CH:25]=[N:26][N:27]([CH2:38][CH:39]([CH3:41])[CH3:40])[CH:28]=1)=[O:21])[C:3]1[CH:8]=[CH:7][CH:6]=[CH:5][CH:4]=1, predict the reactants needed to synthesize it. The reactants are: Cl.[CH2:2]([O:9][C:10]1[CH:19]=[CH:18][CH:17]=[C:16]2[C:11]=1[CH2:12][CH2:13][CH2:14][CH:15]2[C:20]([N:22]([C:29]1[CH:30]=[N:31][C:32]([CH:35]([CH3:37])[CH3:36])=[CH:33][CH:34]=1)[CH2:23][C:24]1[CH:25]=[N:26][NH:27][CH:28]=1)=[O:21])[C:3]1[CH:8]=[CH:7][CH:6]=[CH:5][CH:4]=1.[CH2:38](Br)[CH:39]([CH3:41])[CH3:40]. (4) Given the product [Cl:6][C:7]1[CH:12]=[N:11][C:10]2[O:13][CH2:35][C:36](=[O:37])[N:14]([CH:15]3[CH2:20][CH2:19][N:18]([C:21]([O:23][C:24]([CH3:27])([CH3:26])[CH3:25])=[O:22])[CH2:17][CH2:16]3)[C:9]=2[CH:8]=1, predict the reactants needed to synthesize it. The reactants are: CN(C)C=O.[Cl:6][CH:7]1[CH2:12][NH:11][CH:10]([OH:13])[CH:9]([NH:14][CH:15]2[CH2:20][CH2:19][N:18]([C:21]([O:23][C:24]([CH3:27])([CH3:26])[CH3:25])=[O:22])[CH2:17][CH2:16]2)[CH2:8]1.C(=O)([O-])[O-].[K+].[K+].Cl[CH2:35][C:36](Cl)=[O:37]. (5) Given the product [CH3:32][C@H:33]1[NH:34][C@@H:35]([CH3:39])[CH2:36][N:37]([C:2]2[CH:15]=[CH:14][C:13]([N+:16]([O-:18])=[O:17])=[CH:12][C:3]=2[O:4][CH2:5][CH2:6][N:7]2[CH:11]=[CH:10][CH:9]=[N:8]2)[CH2:38]1, predict the reactants needed to synthesize it. The reactants are: Cl[C:2]1[CH:15]=[CH:14][C:13]([N+:16]([O-:18])=[O:17])=[CH:12][C:3]=1[O:4][CH2:5][CH2:6][N:7]1[CH:11]=[CH:10][CH:9]=[N:8]1.C(=O)([O-])[O-].[Cs+].[Cs+].CN1CCCC1=O.[CH3:32][C@H:33]1[CH2:38][NH:37][CH2:36][C@@H:35]([CH3:39])[NH:34]1.